Regression. Given two drug SMILES strings and cell line genomic features, predict the synergy score measuring deviation from expected non-interaction effect. From a dataset of NCI-60 drug combinations with 297,098 pairs across 59 cell lines. (1) Drug 1: CN1CCC(CC1)COC2=C(C=C3C(=C2)N=CN=C3NC4=C(C=C(C=C4)Br)F)OC. Drug 2: C1CCN(CC1)CCOC2=CC=C(C=C2)C(=O)C3=C(SC4=C3C=CC(=C4)O)C5=CC=C(C=C5)O. Cell line: HCT-15. Synergy scores: CSS=20.9, Synergy_ZIP=5.65, Synergy_Bliss=11.8, Synergy_Loewe=9.95, Synergy_HSA=11.8. (2) Drug 1: C1CCN(CC1)CCOC2=CC=C(C=C2)C(=O)C3=C(SC4=C3C=CC(=C4)O)C5=CC=C(C=C5)O. Drug 2: C1CN1P(=S)(N2CC2)N3CC3. Cell line: HS 578T. Synergy scores: CSS=-4.31, Synergy_ZIP=7.07, Synergy_Bliss=8.84, Synergy_Loewe=-3.37, Synergy_HSA=-2.07.